Dataset: Full USPTO retrosynthesis dataset with 1.9M reactions from patents (1976-2016). Task: Predict the reactants needed to synthesize the given product. Given the product [CH3:13][S:14]([N:9]1[C:10]2[C:6](=[CH:5][C:4]([N+:1]([O-:3])=[O:2])=[CH:12][CH:11]=2)[CH2:7][CH2:8]1)(=[O:16])=[O:15], predict the reactants needed to synthesize it. The reactants are: [N+:1]([C:4]1[CH:5]=[C:6]2[C:10](=[CH:11][CH:12]=1)[NH:9][CH2:8][CH2:7]2)([O-:3])=[O:2].[CH3:13][S:14](Cl)(=[O:16])=[O:15].C(N(CC)CC)C.O.